This data is from Experimentally validated miRNA-target interactions with 360,000+ pairs, plus equal number of negative samples. The task is: Binary Classification. Given a miRNA mature sequence and a target amino acid sequence, predict their likelihood of interaction. (1) The miRNA is hsa-miR-196b-5p with sequence UAGGUAGUUUCCUGUUGUUGGG. The protein sequence of the target gene is MAQKHPGERRLCGAHRSGGTSLSTSGSSVDPEILSFSGLRDSAETAPNGTRCLKEHSGPKYTQPPNPAHWSDPSHGPPRGPGPPRGGGYPDESETGSEESGVDQELSRENETGYQEDGSPSFLSIPSACNCQGSPGVPEGTYSEEGDGSSSSLCHHCTSPALGEDEELEEEYDDEEPLKFPSDFSRVSSGKKPLSRRQKHRFLIKEDVRDSGRREPKAPGRHRLARKRSQTDKRRGLGLWGVEELCQLGQAGFWWLIELLVLVGEYVETCGHLIYACRKLKGSDLDLFRVWVGVWARRLG.... Result: 0 (no interaction). (2) The miRNA is hsa-miR-653-5p with sequence GUGUUGAAACAAUCUCUACUG. The protein sequence of the target gene is MTGLYELVWRVLHALLCLHLTLTSWLRVRFGTWNWIWRRCCRAASAAVLAPLGFTLRKPRAVGRNRRHHRHPHGGPGPGPGPAATHPRLRWRADVRSLQKLPVHMGLLVTEEVQEPSFSDIASLVVWCMAVGISYISVYDHQGIFKRNNSRLMDEILKQQQELLGQDCSKYSAEFANSNDKDDQDLNCPSAVKVLSPEDGKADIVRAAQDFCQLVAQQQRKPTDLDVDLLGSLLSSHGFPDPDLVLKFGPVDSTLGFLPWQIRLTEIVSLPSHLNISYEDFFSALRQYAACEQRLGK. Result: 0 (no interaction). (3) The miRNA is mmu-miR-883b-5p with sequence UACUGAGAAUGGGUAGCAGUCA. The protein sequence of the target gene is MADVLDLHEAGGEDFAMDEDGDESIHKLKEKAKKRKGRGFGSEEGSRARMREDYDSVEQDGDEPGPQRSVEGWILFVTGVHEEATEEDIHDKFAEYGEIKNIHLNLDRRTGYLKGYTLVEYETYKEAQAAMEGLNGQDLMGQPISVDWCFVRGPPKGKRRGGRRRSRSPDRRRR. Result: 1 (interaction). (4) The miRNA is hsa-miR-615-3p with sequence UCCGAGCCUGGGUCUCCCUCUU. The protein sequence of the target gene is MGSSKKHRGEKEAAGTTAAAGTGGATEQPPRHREHKKHKHRSGGSGGSGGERRKRSRERGGERGSGRRGAEAEARSSTHGRERSQAEPSERRVKREKRDDGYEAAASSKTSSGDASSLSIEETNKLRAKLGLKPLEVNAIKKEAGTKEEPVTADVINPMALRQREELREKLAAAKEKRLLNQKLGKIKTLGEDDPWLDDTAAWIERSRQLQKEKDLAEKRAKLLEEMDQEFGVSTLVEEEFGQRRQDLYSARDLQGLTVEHAIDSFREGETMILTLKDKGVLQEEEDVLVNVNLVDKERA.... Result: 1 (interaction).